This data is from Forward reaction prediction with 1.9M reactions from USPTO patents (1976-2016). The task is: Predict the product of the given reaction. (1) Given the reactants [CH3:1][O:2][C:3]1[C:8]([CH3:9])=[CH:7][C:6]([CH3:10])=[CH:5][C:4]=1[S:11]([NH:14][C:15]1[C:20]([CH3:21])=[CH:19][C:18]([CH3:22])=[C:17]([N:23]2[CH2:28][CH2:27][CH2:26][CH2:25][CH2:24]2)[C:16]=1[CH3:29])(=[O:13])=[O:12].[H-].[Na+].Cl.[CH3:33][N:34]([CH3:38])[CH2:35][CH2:36]Cl.[O-][Si]([O-])=O.[Mg+2], predict the reaction product. The product is: [CH3:33][N:34]([CH3:38])[CH2:35][CH2:36][N:14]([C:15]1[C:20]([CH3:21])=[CH:19][C:18]([CH3:22])=[C:17]([N:23]2[CH2:24][CH2:25][CH2:26][CH2:27][CH2:28]2)[C:16]=1[CH3:29])[S:11]([C:4]1[CH:5]=[C:6]([CH3:10])[CH:7]=[C:8]([CH3:9])[C:3]=1[O:2][CH3:1])(=[O:12])=[O:13]. (2) Given the reactants Cl[C:2]1[N:11]=[CH:10][C:9]2[C:4](=[C:5]([OH:13])[CH:6]=[CH:7][C:8]=2[Cl:12])[N:3]=1.[O:14]1[CH2:19][CH2:18][N:17]([C:20]2[CH:26]=[CH:25][C:23]([NH2:24])=[CH:22][CH:21]=2)[CH2:16][CH2:15]1, predict the reaction product. The product is: [Cl:12][C:8]1[CH:7]=[CH:6][C:5]([OH:13])=[C:4]2[C:9]=1[CH:10]=[N:11][C:2]([NH:24][C:23]1[CH:22]=[CH:21][C:20]([N:17]3[CH2:18][CH2:19][O:14][CH2:15][CH2:16]3)=[CH:26][CH:25]=1)=[N:3]2. (3) Given the reactants [CH:1]([C:4]1[C:8]([CH2:9][CH2:10][CH2:11][CH2:12][OH:13])=[CH:7][N:6]([C:14]2[CH:19]=[CH:18][C:17]([C:20]([F:23])([F:22])[F:21])=[CH:16][N:15]=2)[N:5]=1)([CH3:3])[CH3:2].O[C:25]1[C:30]([O:31][CH3:32])=[CH:29][CH:28]=[CH:27][C:26]=1[CH2:33][C:34]([O:36]C)=[O:35].C(P(CCCC)CCCC)CCC.N(C(N1CCCCC1)=O)=NC(N1CCCCC1)=O, predict the reaction product. The product is: [CH:1]([C:4]1[C:8]([CH2:9][CH2:10][CH2:11][CH2:12][O:13][C:25]2[C:30]([O:31][CH3:32])=[CH:29][CH:28]=[CH:27][C:26]=2[CH2:33][C:34]([OH:36])=[O:35])=[CH:7][N:6]([C:14]2[CH:19]=[CH:18][C:17]([C:20]([F:22])([F:21])[F:23])=[CH:16][N:15]=2)[N:5]=1)([CH3:3])[CH3:2]. (4) Given the reactants [C:1]([O:5][C:6]([NH:8][CH:9]([CH2:13][C:14]([F:17])([F:16])[F:15])[C:10]([OH:12])=O)=[O:7])([CH3:4])([CH3:3])[CH3:2].CCN(CC)CC.C(Cl)(=O)OCC(C)C.[NH2:33][CH2:34][C:35]([O:37][CH3:38])=[O:36], predict the reaction product. The product is: [C:1]([O:5][C:6]([NH:8][CH:9]([CH2:13][C:14]([F:17])([F:16])[F:15])[C:10]([NH:33][CH2:34][C:35]([O:37][CH3:38])=[O:36])=[O:12])=[O:7])([CH3:2])([CH3:3])[CH3:4]. (5) Given the reactants Cl.[NH:2]1[CH2:11][C@H:9]([OH:10])[CH2:8][C@H:3]1[CH2:4][C:5]([OH:7])=[O:6].C(N(CC)CC)C.[C:19]1([C:25]2[CH:33]=[CH:32][C:28]([C:29](Cl)=[O:30])=[CH:27][CH:26]=2)[CH:24]=[CH:23][CH:22]=[CH:21][CH:20]=1, predict the reaction product. The product is: [C:25]1([C:19]2[CH:20]=[CH:21][CH:22]=[CH:23][CH:24]=2)[CH:26]=[CH:27][C:28]([C:29]([N:2]2[CH2:11][C@H:9]([OH:10])[CH2:8][C@H:3]2[CH2:4][C:5]([OH:7])=[O:6])=[O:30])=[CH:32][CH:33]=1.